This data is from Forward reaction prediction with 1.9M reactions from USPTO patents (1976-2016). The task is: Predict the product of the given reaction. (1) The product is: [C:19]([O:1][CH2:2][CH2:3][NH:4][C:5]1[CH:10]=[CH:9][C:8]([F:11])=[C:7]([Cl:12])[CH:6]=1)([CH3:22])([CH3:21])[CH3:20]. Given the reactants [OH:1][CH2:2][CH2:3][NH:4][C:5]1[CH:10]=[CH:9][C:8]([F:11])=[C:7]([Cl:12])[CH:6]=1.C(N(C(C)C)C(=N)O[C:19]([CH3:22])([CH3:21])[CH3:20])(C)C, predict the reaction product. (2) Given the reactants [NH2:1][C:2]1[CH:7]=[CH:6][C:5]([N:8]2[CH2:12][CH:11]([CH2:13][NH:14][C:15]([C:17]3[S:18][C:19]([Cl:22])=[CH:20][CH:21]=3)=[O:16])[O:10][C:9]2=[O:23])=[CH:4][CH:3]=1.[Cl:24][CH2:25][CH2:26][CH2:27][S:28](Cl)(=[O:30])=[O:29].C(N(CC)CC)C, predict the reaction product. The product is: [Cl:22][C:19]1[S:18][C:17]([C:15]([NH:14][CH2:13][CH:11]2[O:10][C:9](=[O:23])[N:8]([C:5]3[CH:6]=[CH:7][C:2]([NH:1][S:28]([CH2:27][CH2:26][CH2:25][Cl:24])(=[O:30])=[O:29])=[CH:3][CH:4]=3)[CH2:12]2)=[O:16])=[CH:21][CH:20]=1. (3) Given the reactants [CH:1]12[CH2:8][CH2:7][CH:4]([CH2:5][CH2:6]1)[CH2:3][CH:2]2[C:9]1([CH3:25])[NH:13][C:12](=[O:14])[N:11]([CH2:15][C:16]2[CH:21]=[CH:20][C:19]([O:22][CH3:23])=[CH:18][CH:17]=2)[C:10]1=[O:24].[CH3:26]I, predict the reaction product. The product is: [CH:1]12[CH2:8][CH2:7][CH:4]([CH2:5][CH2:6]1)[CH2:3][CH:2]2[C:9]1([CH3:25])[N:13]([CH3:26])[C:12](=[O:14])[N:11]([CH2:15][C:16]2[CH:21]=[CH:20][C:19]([O:22][CH3:23])=[CH:18][CH:17]=2)[C:10]1=[O:24]. (4) Given the reactants FC(F)(F)[C:3]1[CH:8]=[C:7]([NH:9][S:10]([CH3:13])(=[O:12])=[O:11])[CH:6]=[CH:5][C:4]=1[C:14]1[CH:19]=[CH:18][C:17]([C:20]([F:23])([F:22])[F:21])=[CH:16][CH:15]=1.FC(F)(F)C1C=C(N)C=CC=1C1C=CC(C(F)(F)F)=CC=1, predict the reaction product. The product is: [F:23][C:20]([F:21])([F:22])[C:17]1[CH:16]=[CH:15][C:14]([C:4]2[CH:5]=[CH:6][C:7]([NH:9][S:10]([CH3:13])(=[O:11])=[O:12])=[CH:8][CH:3]=2)=[CH:19][CH:18]=1. (5) Given the reactants [ClH:1].[NH2:2][C@@H:3]1[CH2:5][C@H:4]1[C:6]1[CH:11]=[CH:10][C:9]([NH:12][C:13](=[O:24])[C:14]2[CH:19]=[CH:18][CH:17]=[C:16]([C:20]([F:23])([F:22])[F:21])[CH:15]=2)=[CH:8][CH:7]=1.[CH3:25][N:26]1[CH2:31][CH2:30][C:29](=O)[CH2:28][CH2:27]1.C(=O)([O-])O.[Na+].[BH4-].[Na+], predict the reaction product. The product is: [ClH:1].[ClH:1].[CH3:25][N:26]1[CH2:31][CH2:30][CH:29]([NH:2][C@@H:3]2[CH2:5][C@H:4]2[C:6]2[CH:7]=[CH:8][C:9]([NH:12][C:13](=[O:24])[C:14]3[CH:19]=[CH:18][CH:17]=[C:16]([C:20]([F:22])([F:23])[F:21])[CH:15]=3)=[CH:10][CH:11]=2)[CH2:28][CH2:27]1. (6) The product is: [CH3:11][O:12][CH2:13][CH2:14][N:15]1[CH2:20][CH2:19][N:18]([C:2]2[CH:7]=[CH:6][C:5]([N+:8]([O-:10])=[O:9])=[CH:4][CH:3]=2)[CH2:17][CH2:16]1. Given the reactants F[C:2]1[CH:7]=[CH:6][C:5]([N+:8]([O-:10])=[O:9])=[CH:4][CH:3]=1.[CH3:11][O:12][CH2:13][CH2:14][N:15]1[CH2:20][CH2:19][NH:18][CH2:17][CH2:16]1.C(=O)([O-])[O-].[K+].[K+], predict the reaction product. (7) Given the reactants Br.Br[CH2:3][C:4]([C:6]1[CH:7]=[N:8][CH:9]=[CH:10][CH:11]=1)=O.[OH:12][C:13]1[CH:18]=[CH:17][C:16]([NH:19][C:20]([NH2:22])=[S:21])=[CH:15][CH:14]=1.N, predict the reaction product. The product is: [N:8]1[CH:9]=[CH:10][CH:11]=[C:6]([C:4]2[N:22]=[C:20]([NH:19][C:16]3[CH:17]=[CH:18][C:13]([OH:12])=[CH:14][CH:15]=3)[S:21][CH:3]=2)[CH:7]=1.